Predict the reaction yield, written as a fraction of the theoretical maximum amount of product (1.0 means a 100% yield; for example, 0.34 means a 34% yield). From a dataset of Reaction yield outcomes from USPTO patents with 853,638 reactions. (1) The reactants are [H-].[Na+].[C:3]([NH:10][CH2:11][CH2:12][CH2:13][OH:14])([O:5][C:6]([CH3:9])([CH3:8])[CH3:7])=[O:4].F[C:16]1[CH:21]=[CH:20][C:19]([N+:22]([O-:24])=[O:23])=[CH:18][CH:17]=1. The catalyst is O1CCCC1.[Cl-].[NH4+]. The product is [C:6]([O:5][C:3](=[O:4])[NH:10][CH2:11][CH2:12][CH2:13][O:14][C:16]1[CH:21]=[CH:20][C:19]([N+:22]([O-:24])=[O:23])=[CH:18][CH:17]=1)([CH3:7])([CH3:8])[CH3:9]. The yield is 0.730. (2) The reactants are [CH3:1][C:2]([NH:5][C:6]1[CH:11]=[CH:10][C:9]([C:12]2([OH:29])[C:20]3[C:15](=[CH:16][CH:17]=[CH:18][CH:19]=3)[C:14](=[O:21])[N:13]2[CH2:22][C:23]2[CH:28]=[CH:27][CH:26]=[CH:25][CH:24]=2)=[CH:8][C:7]=1[N+:30]([O-])=O)([CH3:4])[CH3:3]. The catalyst is [Pd]. The product is [NH2:30][C:7]1[CH:8]=[C:9]([C:12]2([OH:29])[C:20]3[C:15](=[CH:16][CH:17]=[CH:18][CH:19]=3)[C:14](=[O:21])[N:13]2[CH2:22][C:23]2[CH:24]=[CH:25][CH:26]=[CH:27][CH:28]=2)[CH:10]=[CH:11][C:6]=1[NH:5][C:2]([CH3:4])([CH3:3])[CH3:1]. The yield is 0.570. (3) The reactants are [CH3:1][C:2]1[CH:11]=[CH:10][C:9]([NH2:12])=[C:8]2[C:3]=1[CH:4]=[CH:5][CH:6]=[N:7]2.[N+:13]([C:16]1[CH:21]=[CH:20][CH:19]=[CH:18][C:17]=1[S:22](Cl)(=[O:24])=[O:23])([O-:15])=[O:14]. No catalyst specified. The product is [CH3:1][C:2]1[CH:11]=[CH:10][C:9]([NH:12][S:22]([C:17]2[CH:18]=[CH:19][CH:20]=[CH:21][C:16]=2[N+:13]([O-:15])=[O:14])(=[O:23])=[O:24])=[C:8]2[C:3]=1[CH:4]=[CH:5][CH:6]=[N:7]2. The yield is 0.570. (4) The reactants are Cl.[F:2][C:3]([F:13])([F:12])[C:4]1[CH:5]=[C:6]([NH:10][NH2:11])[CH:7]=[CH:8][CH:9]=1.[CH3:14][C:15]([CH3:22])([CH3:21])[C:16](=O)[CH2:17][C:18]#[N:19]. No catalyst specified. The product is [C:15]([C:16]1[CH:17]=[C:18]([NH2:19])[N:10]([C:6]2[CH:7]=[CH:8][CH:9]=[C:4]([C:3]([F:12])([F:13])[F:2])[CH:5]=2)[N:11]=1)([CH3:22])([CH3:21])[CH3:14]. The yield is 0.300. (5) The reactants are [CH2:1]([N:8]([CH2:17][CH2:18][C:19]([F:22])([F:21])[F:20])[C:9]1[C:10]([NH2:16])=[CH:11][C:12]([Br:15])=[CH:13][CH:14]=1)[C:2]1[CH:7]=[CH:6][CH:5]=[CH:4][CH:3]=1.[N:23]([C:26]1[CH:31]=[CH:30][C:29]([CH3:32])=[CH:28][CH:27]=1)=[C:24]=[O:25].CN(C)CCN. The catalyst is C1COCC1. The product is [CH2:1]([N:8]([CH2:17][CH2:18][C:19]([F:22])([F:21])[F:20])[C:9]1[CH:14]=[CH:13][C:12]([Br:15])=[CH:11][C:10]=1[NH:16][C:24]([NH:23][C:26]1[CH:31]=[CH:30][C:29]([CH3:32])=[CH:28][CH:27]=1)=[O:25])[C:2]1[CH:3]=[CH:4][CH:5]=[CH:6][CH:7]=1. The yield is 0.860. (6) The reactants are [CH:1]1[C:14]2[C:5](=[CH:6][C:7]3[C:12]([C:13]=2[CH2:15][O:16][C:17](=[O:25])[NH:18][CH2:19][CH2:20][O:21][CH2:22][CH2:23][OH:24])=[CH:11][CH:10]=[CH:9][CH:8]=3)[CH:4]=[CH:3][CH:2]=1.[H-].[Na+].C1COCC1.[Cl:33][CH2:34][CH2:35][CH2:36][CH2:37]I. The catalyst is CCCCCCC.C(OCC)(=O)C. The product is [CH:11]1[C:12]2[C:7](=[CH:6][C:5]3[C:14]([C:13]=2[CH2:15][O:16][C:17](=[O:25])[NH:18][CH2:19][CH2:20][O:21][CH2:22][CH2:23][O:24][CH2:37][CH2:36][CH2:35][CH2:34][Cl:33])=[CH:1][CH:2]=[CH:3][CH:4]=3)[CH:8]=[CH:9][CH:10]=1. The yield is 0.320. (7) The reactants are Br[C:2]1[CH:3]=[C:4]([CH:7]=[C:8]([O:11][CH2:12][CH3:13])[C:9]=1[OH:10])[CH:5]=[O:6].[Cu][C:15]#[N:16]. The catalyst is CN(C=O)C.O. The product is [CH2:12]([O:11][C:8]1[C:9]([OH:10])=[C:2]([CH:3]=[C:4]([CH:5]=[O:6])[CH:7]=1)[C:15]#[N:16])[CH3:13]. The yield is 0.450.